Regression. Given a peptide amino acid sequence and an MHC pseudo amino acid sequence, predict their binding affinity value. This is MHC class I binding data. From a dataset of Peptide-MHC class I binding affinity with 185,985 pairs from IEDB/IMGT. (1) The peptide sequence is GQTGVIADY. The MHC is HLA-A01:01 with pseudo-sequence HLA-A01:01. The binding affinity (normalized) is 0. (2) The peptide sequence is CNYSKFWYL. The MHC is HLA-A02:01 with pseudo-sequence HLA-A02:01. The binding affinity (normalized) is 0.182. (3) The peptide sequence is YIYGIPLSL. The MHC is HLA-A02:02 with pseudo-sequence HLA-A02:02. The binding affinity (normalized) is 0.643. (4) The peptide sequence is EWIFRALKY. The MHC is HLA-A26:01 with pseudo-sequence HLA-A26:01. The binding affinity (normalized) is 0.181.